The task is: Predict the product of the given reaction.. This data is from Forward reaction prediction with 1.9M reactions from USPTO patents (1976-2016). (1) Given the reactants [CH:1]1([C:7]#[CH:8])[CH2:6][CH2:5][CH2:4][CH2:3][CH2:2]1.[C:9](OC(=O)C)(=[O:11])[CH3:10], predict the reaction product. The product is: [CH:1]1([C:7]#[C:8][C:9](=[O:11])[CH3:10])[CH2:6][CH2:5][CH2:4][CH2:3][CH2:2]1. (2) Given the reactants [Cl:1][C:2]1[CH:16]=[CH:15][CH:14]=[CH:13][C:3]=1[CH:4]([OH:12])[C:5]1[CH:10]=[CH:9][C:8]([Cl:11])=[CH:7][CH:6]=1.C1(C)C=CC(S(O)(=O)=O)=CC=1.[CH:28]([N:41]1[CH2:44][CH:43](O)[CH2:42]1)([C:35]1[CH:40]=[CH:39][CH:38]=[CH:37][CH:36]=1)[C:29]1[CH:34]=[CH:33][CH:32]=[CH:31][CH:30]=1, predict the reaction product. The product is: [CH:28]([N:41]1[CH2:44][CH:43]([O:12][CH:4]([C:5]2[CH:6]=[CH:7][C:8]([Cl:11])=[CH:9][CH:10]=2)[C:3]2[CH:13]=[CH:14][CH:15]=[CH:16][C:2]=2[Cl:1])[CH2:42]1)([C:35]1[CH:36]=[CH:37][CH:38]=[CH:39][CH:40]=1)[C:29]1[CH:30]=[CH:31][CH:32]=[CH:33][CH:34]=1. (3) Given the reactants [CH2:1]([C:8]1[CH:9]=[C:10]([C:14]([C:16]2[C:25]([O:26]COCCOC)=[C:24]3[C:19]([CH:20]=[CH:21][CH:22]=[N:23]3)=[C:18]([CH3:33])[CH:17]=2)=[O:15])[CH:11]=[CH:12][CH:13]=1)[C:2]1[CH:7]=[CH:6][CH:5]=[CH:4][CH:3]=1.FC(F)(F)C(O)=O, predict the reaction product. The product is: [CH2:1]([C:8]1[CH:9]=[C:10]([C:14]([C:16]2[C:25]([OH:26])=[C:24]3[C:19]([CH:20]=[CH:21][CH:22]=[N:23]3)=[C:18]([CH3:33])[CH:17]=2)=[O:15])[CH:11]=[CH:12][CH:13]=1)[C:2]1[CH:3]=[CH:4][CH:5]=[CH:6][CH:7]=1.